This data is from Full USPTO retrosynthesis dataset with 1.9M reactions from patents (1976-2016). The task is: Predict the reactants needed to synthesize the given product. Given the product [CH:1]1([CH:4]([C:11]2[CH:16]=[CH:15][CH:14]=[C:13]([CH2:17][O:18][C:19]3[CH:24]=[CH:23][C:22]([C:25]4[CH:30]=[C:29]([O:31][CH3:32])[CH:28]=[CH:27][C:26]=4[F:33])=[C:21]([O:34][CH2:35][C:36]([CH3:39])([CH3:38])[CH3:37])[CH:20]=3)[CH:12]=2)[CH2:5][C:6]([OH:8])=[O:7])[CH2:2][CH2:3]1, predict the reactants needed to synthesize it. The reactants are: [CH:1]1([CH:4]([C:11]2[CH:16]=[CH:15][CH:14]=[C:13]([CH2:17][O:18][C:19]3[CH:24]=[CH:23][C:22]([C:25]4[CH:30]=[C:29]([O:31][CH3:32])[CH:28]=[CH:27][C:26]=4[F:33])=[C:21]([O:34][CH2:35][C:36]([CH3:39])([CH3:38])[CH3:37])[CH:20]=3)[CH:12]=2)[CH2:5][C:6]([O:8]CC)=[O:7])[CH2:3][CH2:2]1.[OH-].[Na+].Cl.